Dataset: Full USPTO retrosynthesis dataset with 1.9M reactions from patents (1976-2016). Task: Predict the reactants needed to synthesize the given product. (1) Given the product [CH:1]([O:4][C:5]([N:7]1[CH2:13][CH2:12][CH2:11][CH:10]([NH:27][CH2:26][C:25]2[CH:28]=[C:29]([C:31]([F:32])([F:33])[F:34])[CH:30]=[C:23]([C:22]([F:21])([F:35])[F:36])[CH:24]=2)[C:9]2[CH:15]=[CH:16][C:17]([Cl:20])=[C:18]([CH3:19])[C:8]1=2)=[O:6])([CH3:3])[CH3:2], predict the reactants needed to synthesize it. The reactants are: [CH:1]([O:4][C:5]([N:7]1[CH2:13][CH2:12][CH2:11][C:10](=O)[C:9]2[CH:15]=[CH:16][C:17]([Cl:20])=[C:18]([CH3:19])[C:8]1=2)=[O:6])([CH3:3])[CH3:2].[F:21][C:22]([F:36])([F:35])[C:23]1[CH:24]=[C:25]([CH:28]=[C:29]([C:31]([F:34])([F:33])[F:32])[CH:30]=1)[CH2:26][NH2:27].[BH4-].[Na+].[OH-].[Na+]. (2) The reactants are: [H-].[H-].[H-].[H-].[Li+].[Al+3].[CH3:7][C:8]1[C:16]2[C:15]([NH:17][C@H:18]3[CH2:23][CH2:22][C@H:21]([NH:24][C:25](=O)OC(C)(C)C)[CH2:20][CH2:19]3)=[N:14][CH:13]=[N:12][C:11]=2[S:10][C:9]=1[CH3:32]. Given the product [CH3:7][C:8]1[C:16]2[C:15]([NH:17][C@H:18]3[CH2:23][CH2:22][C@H:21]([NH:24][CH3:25])[CH2:20][CH2:19]3)=[N:14][CH:13]=[N:12][C:11]=2[S:10][C:9]=1[CH3:32], predict the reactants needed to synthesize it. (3) Given the product [NH2:1][C:2]1[C:3]([C:15]([NH2:19])=[O:17])=[N:4][C:5]([C:8]2[CH:13]=[CH:12][CH:11]=[C:10]([Br:14])[CH:9]=2)=[CH:6][N:7]=1, predict the reactants needed to synthesize it. The reactants are: [NH2:1][C:2]1[C:3]([C:15]([O:17]C)=O)=[N:4][C:5]([C:8]2[CH:13]=[CH:12][CH:11]=[C:10]([Br:14])[CH:9]=2)=[CH:6][N:7]=1.[NH3:19]. (4) Given the product [CH3:36][N:35]([CH3:37])[C:33]([C:18]1[CH:19]=[C:20]2[C:25](=[C:16]([CH:14]([N:5]([CH3:6])[C:4]3[CH:7]=[C:8]([F:11])[C:9]([F:10])=[C:2]([F:1])[CH:3]=3)[CH3:15])[CH:17]=1)[O:24][C:23]([N:26]1[CH2:31][CH2:30][O:29][CH2:28][CH2:27]1)=[CH:22][C:21]2=[O:32])=[O:34], predict the reactants needed to synthesize it. The reactants are: [F:1][C:2]1[CH:3]=[C:4]([CH:7]=[C:8]([F:11])[C:9]=1[F:10])[NH:5][CH3:6].Br.Br[CH:14]([C:16]1[CH:17]=[C:18]([C:33]([N:35]([CH3:37])[CH3:36])=[O:34])[CH:19]=[C:20]2[C:25]=1[O:24][C:23]([N:26]1[CH2:31][CH2:30][O:29][CH2:28][CH2:27]1)=[CH:22][C:21]2=[O:32])[CH3:15]. (5) Given the product [C:30]1([CH2:29][C:26]2[CH:27]=[CH:28][C:23]([O:22][CH2:21][CH2:20][N:38]3[CH2:5][CH2:6][CH2:7][N:1]([CH2:8][C:9]4[CH:10]=[CH:11][C:12]([C:13]([O:15][CH3:16])=[O:14])=[CH:17][CH:18]=4)[CH2:37][CH2:36]3)=[CH:24][CH:25]=2)[CH:35]=[CH:34][CH:33]=[CH:32][CH:31]=1, predict the reactants needed to synthesize it. The reactants are: [N:1]1([CH2:8][C:9]2[CH:18]=[CH:17][C:12]([C:13]([O:15][CH3:16])=[O:14])=[CH:11][CH:10]=2)[CH2:7][CH2:6][CH2:5]CCN1.I[CH2:20][CH2:21][O:22][C:23]1[CH:28]=[CH:27][C:26]([CH2:29][C:30]2[CH:35]=[CH:34][CH:33]=[CH:32][CH:31]=2)=[CH:25][CH:24]=1.[CH2:36]([N:38](CC)CC)[CH3:37].C(=O)(O)[O-].[Na+]. (6) The reactants are: [O:1]=[C:2]1[CH:7]([N:8]2[C:16](=[O:17])[C:15]3[C:10](=[CH:11][C:12]([OH:21])=[CH:13][C:14]=3[N+:18]([O-])=O)[C:9]2=[O:22])[CH2:6][CH2:5][C:4](=[O:23])[NH:3]1.[H][H]. Given the product [NH2:18][C:14]1[CH:13]=[C:12]([OH:21])[CH:11]=[C:10]2[C:15]=1[C:16](=[O:17])[N:8]([CH:7]1[CH2:6][CH2:5][C:4](=[O:23])[NH:3][C:2]1=[O:1])[C:9]2=[O:22], predict the reactants needed to synthesize it.